Dataset: Forward reaction prediction with 1.9M reactions from USPTO patents (1976-2016). Task: Predict the product of the given reaction. (1) The product is: [CH2:18]([O:17][C:16](=[O:20])[CH2:2][C:1]([C:4]1[CH:9]=[CH:8][CH:7]=[C:6]([S:10](=[O:12])(=[O:11])[N:13]([CH3:14])[CH3:15])[CH:5]=1)=[O:3])[CH3:19]. Given the reactants [C:1]([C:4]1[CH:5]=[C:6]([S:10]([N:13]([CH3:15])[CH3:14])(=[O:12])=[O:11])[CH:7]=[CH:8][CH:9]=1)(=[O:3])[CH3:2].[C:16](=O)([O:20]CC)[O:17][CH2:18][CH3:19], predict the reaction product. (2) Given the reactants [F:1][C:2]1[C:3]([C:9]2[N:10]=[N:11][CH:12]=[C:13]([C:15]3[CH:20]=[CH:19][C:18]([F:21])=[CH:17][CH:16]=3)[CH:14]=2)=[N:4][CH:5]=[C:6]([F:8])[CH:7]=1.[Br:22]N1C(C)(C)C(=O)N(Br)C1=O.[OH-].[Na+], predict the reaction product. The product is: [Br:22][C:19]1[CH:20]=[C:15]([C:13]2[CH:14]=[C:9]([C:3]3[C:2]([F:1])=[CH:7][C:6]([F:8])=[CH:5][N:4]=3)[N:10]=[N:11][CH:12]=2)[CH:16]=[CH:17][C:18]=1[F:21]. (3) Given the reactants [CH3:1][C:2]1[N:3]([CH2:24][C:25]([O:27][CH2:28][CH3:29])=[O:26])[C:4]2[CH2:5][C:6]([CH3:23])([CH3:22])[CH2:7][C:8](=[O:21])[C:9]=2[C:10]=1[CH2:11][C:12]1[CH:17]=[CH:16][CH:15]=[CH:14][C:13]=1[N+:18]([O-])=O.C1COCC1.[Cl-].[NH4+], predict the reaction product. The product is: [NH2:18][C:13]1[CH:14]=[CH:15][CH:16]=[CH:17][C:12]=1[CH2:11][C:10]1[C:9]2[C:8](=[O:21])[CH2:7][C:6]([CH3:23])([CH3:22])[CH2:5][C:4]=2[N:3]([CH2:24][C:25]([O:27][CH2:28][CH3:29])=[O:26])[C:2]=1[CH3:1]. (4) Given the reactants [Cl:1][C:2]1[N:7]=[C:6]([N:8]2[C@@H:12]3[CH2:13][CH2:14][CH2:15][CH2:16][C@@H:11]3[N:10]([C:17]([O:19][C:20]([CH3:23])([CH3:22])[CH3:21])=[O:18])[CH2:9]2)[C:5]([F:24])=[CH:4][C:3]=1[C:25]#[N:26].CC([OH:30])C.C([O-])([O-])=O.[K+].[K+].OO, predict the reaction product. The product is: [C:25]([C:3]1[CH:4]=[C:5]([F:24])[C:6]([N:8]2[C@@H:12]3[CH2:13][CH2:14][CH2:15][CH2:16][C@@H:11]3[N:10]([C:17]([O:19][C:20]([CH3:21])([CH3:22])[CH3:23])=[O:18])[CH2:9]2)=[N:7][C:2]=1[Cl:1])(=[O:30])[NH2:26]. (5) Given the reactants Cl.[NH2:2][N:3]1[C:7]([Cl:8])=[CH:6][CH:5]=[C:4]1[C:9]([O:11]C)=O.Cl.O1CCOCC1.[C:20](#[N:22])[CH3:21], predict the reaction product. The product is: [Cl:8][C:7]1[N:3]2[C:4]([C:9](=[O:11])[NH:22][C:20]([CH3:21])=[N:2]2)=[CH:5][CH:6]=1.